This data is from Forward reaction prediction with 1.9M reactions from USPTO patents (1976-2016). The task is: Predict the product of the given reaction. (1) Given the reactants [CH3:1][C:2]1[C:6]([C:7]2[CH:8]=[CH:9][C:10]3[N:11]([C:13]([C:16](=[O:31])[NH:17][C:18]4[CH:23]=[C:22]([C:24]5[N:28]=[C:27]([CH3:29])[O:26][N:25]=5)[CH:21]=[CH:20][C:19]=4[CH3:30])=[CH:14][N:15]=3)[CH:12]=2)=[C:5]([CH3:32])[N:4]([CH2:33][C:34](O)=[O:35])[N:3]=1.[CH:37]([N:40](CC)C(C)C)(C)C.CN(C(ON1N=NC2C=CC=NC1=2)=[N+](C)C)C.F[P-](F)(F)(F)(F)F.CN.C1COCC1, predict the reaction product. The product is: [CH3:1][C:2]1[C:6]([C:7]2[CH:8]=[CH:9][C:10]3[N:11]([C:13]([C:16]([NH:17][C:18]4[CH:23]=[C:22]([C:24]5[N:28]=[C:27]([CH3:29])[O:26][N:25]=5)[CH:21]=[CH:20][C:19]=4[CH3:30])=[O:31])=[CH:14][N:15]=3)[CH:12]=2)=[C:5]([CH3:32])[N:4]([CH2:33][C:34]([NH:40][CH3:37])=[O:35])[N:3]=1. (2) Given the reactants [CH3:1][C:2]1([CH3:14])[C:6]([CH3:8])([CH3:7])[O:5][B:4]([C:9]2[CH:10]=[N:11][NH:12][CH:13]=2)[O:3]1.[Cl:15][C:16]1[CH:23]=[CH:22][CH:21]=[CH:20][C:17]=1[CH2:18]O.C1(P(C2C=CC=CC=2)C2C=CC=CC=2)C=CC=CC=1.N(C(OC(C)(C)C)=O)=NC(OC(C)(C)C)=O, predict the reaction product. The product is: [Cl:15][C:16]1[CH:23]=[CH:22][CH:21]=[CH:20][C:17]=1[CH2:18][N:12]1[CH:13]=[C:9]([B:4]2[O:5][C:6]([CH3:7])([CH3:8])[C:2]([CH3:14])([CH3:1])[O:3]2)[CH:10]=[N:11]1. (3) Given the reactants Cl.O1CCOCC1.[C:8]12([CH2:18][C:19]([O:21][CH2:22][CH2:23][O:24][CH2:25][CH2:26][NH:27]C(OC(C)(C)C)=O)=[O:20])[CH2:17][CH:12]3[CH2:13][CH:14]([CH2:16][CH:10]([CH2:11]3)[CH2:9]1)[CH2:15]2.C([O-])([O-])=O.[K+].[K+], predict the reaction product. The product is: [C:8]12([CH2:18][C:19]([O:21][CH2:22][CH2:23][O:24][CH2:25][CH2:26][NH2:27])=[O:20])[CH2:15][CH:14]3[CH2:13][CH:12]([CH2:11][CH:10]([CH2:16]3)[CH2:9]1)[CH2:17]2.